Dataset: NCI-60 drug combinations with 297,098 pairs across 59 cell lines. Task: Regression. Given two drug SMILES strings and cell line genomic features, predict the synergy score measuring deviation from expected non-interaction effect. (1) Drug 1: C1CN1P(=S)(N2CC2)N3CC3. Drug 2: CCN(CC)CCNC(=O)C1=C(NC(=C1C)C=C2C3=C(C=CC(=C3)F)NC2=O)C. Cell line: OVCAR-4. Synergy scores: CSS=-0.700, Synergy_ZIP=0.805, Synergy_Bliss=1.03, Synergy_Loewe=1.34, Synergy_HSA=-0.0704. (2) Drug 1: CC1(CCCN1)C2=NC3=C(C=CC=C3N2)C(=O)N. Drug 2: CC(C)(C#N)C1=CC=C(C=C1)N2C3=C4C=C(C=CC4=NC=C3N(C2=O)C)C5=CC6=CC=CC=C6N=C5. Cell line: T-47D. Synergy scores: CSS=51.5, Synergy_ZIP=17.4, Synergy_Bliss=19.5, Synergy_Loewe=-0.675, Synergy_HSA=17.7. (3) Drug 1: C1CCN(CC1)CCOC2=CC=C(C=C2)C(=O)C3=C(SC4=C3C=CC(=C4)O)C5=CC=C(C=C5)O. Drug 2: CC1=C(N=C(N=C1N)C(CC(=O)N)NCC(C(=O)N)N)C(=O)NC(C(C2=CN=CN2)OC3C(C(C(C(O3)CO)O)O)OC4C(C(C(C(O4)CO)O)OC(=O)N)O)C(=O)NC(C)C(C(C)C(=O)NC(C(C)O)C(=O)NCCC5=NC(=CS5)C6=NC(=CS6)C(=O)NCCC[S+](C)C)O. Cell line: IGROV1. Synergy scores: CSS=-0.412, Synergy_ZIP=0.675, Synergy_Bliss=1.01, Synergy_Loewe=-3.81, Synergy_HSA=-1.29. (4) Drug 1: C1C(C(OC1N2C=C(C(=O)NC2=O)F)CO)O. Drug 2: C(CC(=O)O)C(=O)CN.Cl. Cell line: HOP-92. Synergy scores: CSS=32.2, Synergy_ZIP=-9.38, Synergy_Bliss=-5.66, Synergy_Loewe=-0.0669, Synergy_HSA=0.974. (5) Drug 1: CCC1(CC2CC(C3=C(CCN(C2)C1)C4=CC=CC=C4N3)(C5=C(C=C6C(=C5)C78CCN9C7C(C=CC9)(C(C(C8N6C=O)(C(=O)OC)O)OC(=O)C)CC)OC)C(=O)OC)O.OS(=O)(=O)O. Drug 2: C1=CC=C(C=C1)NC(=O)CCCCCCC(=O)NO. Cell line: COLO 205. Synergy scores: CSS=22.6, Synergy_ZIP=-1.48, Synergy_Bliss=0.757, Synergy_Loewe=-18.2, Synergy_HSA=0.501. (6) Drug 1: CC1OCC2C(O1)C(C(C(O2)OC3C4COC(=O)C4C(C5=CC6=C(C=C35)OCO6)C7=CC(=C(C(=C7)OC)O)OC)O)O. Drug 2: CN1C2=C(C=C(C=C2)N(CCCl)CCCl)N=C1CCCC(=O)O.Cl. Cell line: A549. Synergy scores: CSS=42.3, Synergy_ZIP=1.26, Synergy_Bliss=0.415, Synergy_Loewe=-33.3, Synergy_HSA=0.0158. (7) Drug 1: CCCCC(=O)OCC(=O)C1(CC(C2=C(C1)C(=C3C(=C2O)C(=O)C4=C(C3=O)C=CC=C4OC)O)OC5CC(C(C(O5)C)O)NC(=O)C(F)(F)F)O. Drug 2: CC1CCC2CC(C(=CC=CC=CC(CC(C(=O)C(C(C(=CC(C(=O)CC(OC(=O)C3CCCCN3C(=O)C(=O)C1(O2)O)C(C)CC4CCC(C(C4)OC)O)C)C)O)OC)C)C)C)OC. Cell line: MDA-MB-231. Synergy scores: CSS=45.2, Synergy_ZIP=13.7, Synergy_Bliss=18.8, Synergy_Loewe=12.8, Synergy_HSA=12.2. (8) Drug 1: CC(CN1CC(=O)NC(=O)C1)N2CC(=O)NC(=O)C2. Drug 2: CS(=O)(=O)OCCCCOS(=O)(=O)C. Cell line: SK-OV-3. Synergy scores: CSS=15.1, Synergy_ZIP=-2.22, Synergy_Bliss=4.28, Synergy_Loewe=1.83, Synergy_HSA=4.18.